This data is from Catalyst prediction with 721,799 reactions and 888 catalyst types from USPTO. The task is: Predict which catalyst facilitates the given reaction. Reactant: Br[C:2]1[CH:7]=[CH:6][C:5]([CH2:8][CH2:9][CH2:10][O:11][CH2:12][C:13]2[CH:18]=[CH:17][CH:16]=[CH:15][CH:14]=2)=[CH:4][CH:3]=1.CCCCCC.C([Li])CCC.[OH:30][C:31]1[CH:38]=[C:37]([C:39]([O:41][CH3:42])=[O:40])[CH:36]=[CH:35][C:32]=1[CH:33]=[O:34].[Cl-].[NH4+]. Product: [CH2:12]([O:11][CH2:10][CH2:9][CH2:8][C:5]1[CH:6]=[CH:7][C:2]([CH:33]([OH:34])[C:32]2[CH:35]=[CH:36][C:37]([C:39]([O:41][CH3:42])=[O:40])=[CH:38][C:31]=2[OH:30])=[CH:3][CH:4]=1)[C:13]1[CH:18]=[CH:17][CH:16]=[CH:15][CH:14]=1. The catalyst class is: 54.